From a dataset of Full USPTO retrosynthesis dataset with 1.9M reactions from patents (1976-2016). Predict the reactants needed to synthesize the given product. Given the product [C:1]([C:6]1[CH:7]=[CH:8][C:9]2[N:10]([C:12]([C:15]3[CH:16]=[CH:17][C:18]([CH2:19][NH2:20])=[CH:28][CH:29]=3)=[CH:13][N:14]=2)[N:11]=1)#[C:2][CH2:3][CH2:4][CH3:5], predict the reactants needed to synthesize it. The reactants are: [C:1]([C:6]1[CH:7]=[CH:8][C:9]2[N:10]([C:12]([C:15]3[CH:29]=[CH:28][C:18]([CH2:19][NH:20]C(=O)OC(C)(C)C)=[CH:17][CH:16]=3)=[CH:13][N:14]=2)[N:11]=1)#[C:2][CH2:3][CH2:4][CH3:5].C(O)(C(F)(F)F)=O.